This data is from Forward reaction prediction with 1.9M reactions from USPTO patents (1976-2016). The task is: Predict the product of the given reaction. (1) Given the reactants Cl[C:2]1[N:7]2[N:8]=[C:9]([CH3:11])[CH:10]=[C:6]2[N:5]=[C:4]([NH:12][C:13](=[O:24])[C:14]2[CH:19]=[CH:18][C:17]([C:20]([F:23])([F:22])[F:21])=[N:16][CH:15]=2)[CH:3]=1.C([N:28]([CH2:32][CH3:33])[CH:29]([CH3:31])C)(C)C, predict the reaction product. The product is: [CH3:11][C:9]1[CH:10]=[C:6]2[N:5]=[C:4]([NH:12][C:13](=[O:24])[C:14]3[CH:19]=[CH:18][C:17]([C:20]([F:23])([F:22])[F:21])=[N:16][CH:15]=3)[CH:3]=[C:2]([N:28]3[CH2:29][CH2:31][C:6]4[N:5]=[CH:4][NH:12][C:13](=[O:24])[C:33]=4[CH2:32]3)[N:7]2[N:8]=1. (2) Given the reactants [Cl:1][C:2]1[CH:3]=[C:4]([CH:8]=[CH:9][C:10]=1[C:11](=[O:26])[NH:12][C:13]1[CH:18]=[CH:17][C:16]([Cl:19])=[C:15]([C:20]2[CH:25]=[CH:24][CH:23]=[CH:22][N:21]=2)[CH:14]=1)[C:5](O)=[O:6].[NH2:27][C@@H:28]1[C:36]2[C:31](=[CH:32][CH:33]=[CH:34][CH:35]=2)[CH2:30][C@@H:29]1[OH:37], predict the reaction product. The product is: [Cl:1][C:2]1[CH:3]=[C:4]([C:5]([NH:27][C@@H:28]2[C:36]3[C:31](=[CH:32][CH:33]=[CH:34][CH:35]=3)[CH2:30][C@@H:29]2[OH:37])=[O:6])[CH:8]=[CH:9][C:10]=1[C:11]([NH:12][C:13]1[CH:18]=[CH:17][C:16]([Cl:19])=[C:15]([C:20]2[CH:25]=[CH:24][CH:23]=[CH:22][N:21]=2)[CH:14]=1)=[O:26]. (3) Given the reactants [CH3:1][C:2]1([CH3:14])[C:6]([CH3:8])([CH3:7])[O:5][B:4]([C:9]2[CH:10]=[N:11][NH:12][CH:13]=2)[O:3]1.C(=O)([O-])[O-].[Cs+].[Cs+].I[CH:22]([CH3:24])[CH3:23].O, predict the reaction product. The product is: [CH:22]([N:12]1[CH:13]=[C:9]([B:4]2[O:5][C:6]([CH3:7])([CH3:8])[C:2]([CH3:14])([CH3:1])[O:3]2)[CH:10]=[N:11]1)([CH3:24])[CH3:23]. (4) Given the reactants [CH:1]([C@@H:4]1[CH2:9][CH2:8][C@@H:7]([CH3:10])[CH2:6][C@H:5]1[CH:11]=[O:12])([CH3:3])[CH3:2].[CH2:13]([Mg]Br)[C:14]#[CH:15], predict the reaction product. The product is: [CH:1]([C@@H:4]1[CH2:9][CH2:8][C@@H:7]([CH3:10])[CH2:6][C@H:5]1[CH:11]([OH:12])[CH2:15][C:14]#[CH:13])([CH3:3])[CH3:2]. (5) Given the reactants [C:1]([O:5][C:6]([C:8]1[O:9][C:10]2[CH:17]=[CH:16][CH:15]=[C:14]([OH:18])[C:11]=2[C:12]=1[CH3:13])=[O:7])([CH3:4])([CH3:3])[CH3:2].Br[CH:20]([CH3:22])[CH3:21].C([O-])([O-])=O.[K+].[K+], predict the reaction product. The product is: [C:1]([O:5][C:6]([C:8]1[O:9][C:10]2[CH:17]=[CH:16][CH:15]=[C:14]([O:18][CH:20]([CH3:22])[CH3:21])[C:11]=2[C:12]=1[CH3:13])=[O:7])([CH3:4])([CH3:2])[CH3:3]. (6) Given the reactants [CH2:1]([N:3]([C:31](=O)[C:32]1[CH:37]=[CH:36][C:35]([OH:38])=[CH:34][CH:33]=1)[C:4]1[CH:9]=[C:8]([O:10][CH3:11])[C:7]([O:12][CH3:13])=[CH:6][C:5]=1[C@@H:14]1[CH2:23][CH2:22][C:21]2[CH:20]=[C:19]([O:24]C(=O)C(C)(C)C)[CH:18]=[CH:17][C:16]=2[CH2:15]1)[CH3:2].Cl[CH2:41][C:42]([N:44]1[CH2:48][CH2:47][CH2:46][CH2:45]1)=O, predict the reaction product. The product is: [CH2:1]([N:3]([CH2:31][C:32]1[CH:33]=[CH:34][C:35]([O:38][CH2:41][CH2:42][N:44]2[CH2:48][CH2:47][CH2:46][CH2:45]2)=[CH:36][CH:37]=1)[C:4]1[CH:9]=[C:8]([O:10][CH3:11])[C:7]([O:12][CH3:13])=[CH:6][C:5]=1[C@@H:14]1[CH2:23][CH2:22][C:21]2[CH:20]=[C:19]([OH:24])[CH:18]=[CH:17][C:16]=2[CH2:15]1)[CH3:2].